This data is from Reaction yield outcomes from USPTO patents with 853,638 reactions. The task is: Predict the reaction yield, written as a fraction of the theoretical maximum amount of product (1.0 means a 100% yield; for example, 0.34 means a 34% yield). (1) The reactants are [C:1]([N:8]1[CH2:13][CH2:12][NH:11][CH2:10][CH2:9]1)([O:3][C:4]([CH3:7])([CH3:6])[CH3:5])=[O:2].CCN(C(C)C)C(C)C.Cl[CH2:24][C:25]([CH3:28])([OH:27])[CH3:26].CO.C(Cl)Cl. The catalyst is CS(C)=O.CCOC(C)=O. The product is [OH:27][C:25]([CH3:28])([CH3:26])[CH2:24][N:11]1[CH2:10][CH2:9][N:8]([C:1]([O:3][C:4]([CH3:7])([CH3:6])[CH3:5])=[O:2])[CH2:13][CH2:12]1. The yield is 0.330. (2) The reactants are [NH2:1][C:2]1[CH:3]=[CH:4][N:5]([CH3:27])[C:6]2[C:7]=1[CH:8]=[CH:9][C:10]1[N:19]([C:20]3[CH:25]=[CH:24][C:23]([F:26])=[CH:22][CH:21]=3)[CH2:18][CH:17]=[C:12]3[NH:13][C:14](=[O:16])[C:15]=2[C:11]=13.C(O)(=O)C.C([BH3-])#N.[Na+].[CH2:36]([N:38]1[CH:42]=[CH:41][C:40]([CH:43]=O)=[N:39]1)[CH3:37]. No catalyst specified. The product is [CH2:36]([N:38]1[CH:42]=[CH:41][C:40]([CH2:43][NH:1][C:2]2[CH:3]=[CH:4][N:5]([CH3:27])[C:6]3[C:7]=2[CH:8]=[CH:9][C:10]2[N:19]([C:20]4[CH:21]=[CH:22][C:23]([F:26])=[CH:24][CH:25]=4)[CH2:18][CH:17]=[C:12]4[NH:13][C:14](=[O:16])[C:15]=3[C:11]=24)=[N:39]1)[CH3:37]. The yield is 0.410. (3) The reactants are [Cl:1][C:2]1[N:10]=[C:9]([NH2:11])[N:8]=[C:7]2[C:3]=1[N:4]=[CH:5][NH:6]2.C/C(/O[Si](C)(C)C)=N\[Si](C)(C)C.C(O[C@@H:28]1[C:32]([F:34])([CH3:33])[C@@:31]([O:36][C:37](=[O:39])[CH3:38])([CH3:35])[CH:30]([CH2:40][O:41][C:42](=[O:49])[C:43]2[CH:48]=[CH:47][CH:46]=[CH:45][CH:44]=2)[O:29]1)(=O)C.Cl[Sn](Cl)(Cl)Cl.C(=O)(O)[O-].[Na+]. The catalyst is C(#N)C. The product is [C:42]([O:41][CH2:40][C@@H:30]1[C:31]([O:36][C:37](=[O:39])[CH3:38])([CH3:35])[C@:32]([F:34])([CH3:33])[CH:28]([N:6]2[CH:5]=[N:4][C:3]3[C:7]2=[N:8][C:9]([NH2:11])=[N:10][C:2]=3[Cl:1])[O:29]1)(=[O:49])[C:43]1[CH:44]=[CH:45][CH:46]=[CH:47][CH:48]=1. The yield is 0.330. (4) The reactants are [Cl:1][C:2]1[CH:9]=[C:8]([C:10]2[CH:14]=[CH:13][NH:12][N:11]=2)[CH:7]=[C:6]([F:15])[C:3]=1[C:4]#[N:5].[C:16]1(P(C2C=CC=CC=2)C2C=CC=CC=2)[CH:21]=CC=C[CH:17]=1.CC(OC(/[N:41]=N/C(OC(C)C)=O)=O)C.Cl. The catalyst is C(OCC)(=O)C.C(Cl)Cl.O. The product is [NH2:41][CH2:17][C@@H:16]([N:12]1[CH:13]=[CH:14][C:10]([C:8]2[CH:7]=[C:6]([F:15])[C:3]([C:4]#[N:5])=[C:2]([Cl:1])[CH:9]=2)=[N:11]1)[CH3:21]. The yield is 0.318. (5) The reactants are [H-].[Na+].[NH2:3][C@@H:4]1[C:13]2[C:8](=[CH:9][CH:10]=[CH:11][CH:12]=2)[C@H:7]([OH:14])[CH2:6][CH2:5]1.F[C:16]1[CH:17]=[CH:18][C:19]2[N:20]([C:22]([C@@H:25]3[CH2:30][CH2:29][CH2:28][CH2:27][N:26]3[CH3:31])=[N:23][N:24]=2)[CH:21]=1. The catalyst is CN(C=O)C. The product is [CH3:31][N:26]1[CH2:27][CH2:28][CH2:29][CH2:30][C@H:25]1[C:22]1[N:20]2[CH:21]=[C:16]([O:14][C@H:7]3[C:8]4[C:13](=[CH:12][CH:11]=[CH:10][CH:9]=4)[C@@H:4]([NH2:3])[CH2:5][CH2:6]3)[CH:17]=[CH:18][C:19]2=[N:24][N:23]=1. The yield is 0.450.